This data is from Forward reaction prediction with 1.9M reactions from USPTO patents (1976-2016). The task is: Predict the product of the given reaction. (1) Given the reactants CN(C)C(N1[CH2:10][CH:9]=[C:8]([C:11]2[NH:28][C:14]3[N:15]=[CH:16][N:17]=[C:18]([C:19]4[CH:24]=[C:23]([F:25])[CH:22]=[C:21]([NH2:26])[C:20]=4[CH3:27])[C:13]=3[CH:12]=2)[CH2:7][CH2:6]1)=O.ClC1C2C=C(C3CC[O:43]CC=3)NC=2N=CN=1, predict the reaction product. The product is: [O:43]1[CH2:10][CH:9]=[C:8]([C:11]2[NH:28][C:14]3[N:15]=[CH:16][N:17]=[C:18]([C:19]4[C:20]([CH3:27])=[C:21]([NH2:26])[CH:22]=[C:23]([F:25])[CH:24]=4)[C:13]=3[CH:12]=2)[CH2:7][CH2:6]1. (2) Given the reactants [CH3:1][CH:2]([CH3:31])[CH2:3][CH:4]([NH:20][C:21]1[CH:30]=[CH:29][C:24]([C:25]([O:27]C)=[O:26])=[CH:23][N:22]=1)[C:5]1[CH:10]=[CH:9][C:8]([N:11]2[CH:15]=[C:14]([C:16]([F:19])([F:18])[F:17])[CH:13]=[N:12]2)=[CH:7][CH:6]=1.[OH-].[Li+].Cl, predict the reaction product. The product is: [CH3:1][CH:2]([CH3:31])[CH2:3][CH:4]([NH:20][C:21]1[CH:30]=[CH:29][C:24]([C:25]([OH:27])=[O:26])=[CH:23][N:22]=1)[C:5]1[CH:6]=[CH:7][C:8]([N:11]2[CH:15]=[C:14]([C:16]([F:18])([F:17])[F:19])[CH:13]=[N:12]2)=[CH:9][CH:10]=1. (3) Given the reactants COC(=O)[C:4]([C:11]#[N:12])=[C:5]1[CH2:10][CH2:9][CH2:8][CH2:7][NH:6]1.Cl, predict the reaction product. The product is: [NH:6]1[CH2:7][CH2:8][CH2:9][CH2:10][C:5]1=[CH:4][C:11]#[N:12]. (4) Given the reactants [Br:1][C:2]1[C:6]2[CH2:7][N:8]([C:11](=[O:13])[CH3:12])[CH2:9][CH2:10][C:5]=2[NH:4][N:3]=1.C1(C)C=CC(S(O)(=O)=O)=CC=1.[O:25]1[CH:30]=[CH:29][CH2:28][CH2:27][CH2:26]1, predict the reaction product. The product is: [Br:1][C:2]1[C:6]2[CH2:7][N:8]([C:11](=[O:13])[CH3:12])[CH2:9][CH2:10][C:5]=2[N:4]([CH:26]2[CH2:27][CH2:28][CH2:29][CH2:30][O:25]2)[N:3]=1. (5) Given the reactants [CH3:1][NH:2][C:3]([C:5]1[CH:6]=[C:7]([O:11][C:12]2[CH:13]=[CH:14][C:15]([NH:18][C:19]([NH:21][C:22]3[CH:23]=[CH:24][C:25]([Cl:32])=[C:26]([C:28]([F:31])([F:30])[F:29])[CH:27]=3)=[O:20])=[CH:16][CH:17]=2)[CH:8]=[CH:9][N:10]=1)=[O:4].C(N(CC)C(C)C)(C)C.[C:42](O)(C(F)(F)F)=[O:43], predict the reaction product. The product is: [Cl:32][C:25]1[CH:24]=[CH:23][C:22]([NH:21][C:19]([NH:18][C:15]2[CH:16]=[CH:17][C:12]([O:11][C:7]3[CH:8]=[CH:9][N:10]=[C:5]([C:3](=[O:4])[NH:2][CH2:1][CH2:42][OH:43])[CH:6]=3)=[CH:13][CH:14]=2)=[O:20])=[CH:27][C:26]=1[C:28]([F:31])([F:29])[F:30].